Task: Predict the reaction yield, written as a fraction of the theoretical maximum amount of product (1.0 means a 100% yield; for example, 0.34 means a 34% yield).. Dataset: Reaction yield outcomes from USPTO patents with 853,638 reactions (1) The reactants are Br[C:2]1[CH:3]=[CH:4][C:5]2[N:6]([C:8]([C:12]3[S:13][C:14]([C:23]4[N:27]=[CH:26][N:25]([CH:28]5[CH2:33][CH2:32][CH2:31][CH2:30][O:29]5)[N:24]=4)=[C:15]([C:17]4[CH:22]=[CH:21][CH:20]=[CH:19][CH:18]=4)[N:16]=3)=[C:9]([CH3:11])[N:10]=2)[CH:7]=1.[CH3:34][N:35]1[CH:39]=[C:38](B2OC(C)(C)C(C)(C)O2)[CH:37]=[N:36]1.C(=O)([O-])[O-].[Cs+].[Cs+].CCOC(C)=O. The catalyst is COCCOC.O. The product is [CH3:11][C:9]1[N:10]=[C:5]2[CH:4]=[CH:3][C:2]([C:38]3[CH:37]=[N:36][N:35]([CH3:34])[CH:39]=3)=[CH:7][N:6]2[C:8]=1[C:12]1[S:13][C:14]([C:23]2[N:27]=[CH:26][N:25]([CH:28]3[CH2:33][CH2:32][CH2:31][CH2:30][O:29]3)[N:24]=2)=[C:15]([C:17]2[CH:22]=[CH:21][CH:20]=[CH:19][CH:18]=2)[N:16]=1. The yield is 0.410. (2) The reactants are Br[C:2]1[CH:14]=[CH:13][C:5]2[NH:6][C:7](=[O:12])[O:8][C:9]([CH3:11])([CH3:10])[C:4]=2[CH:3]=1.[Li]CCCC.CCCCCC.[B:26](OC(C)C)([O:31]C(C)C)[O:27]C(C)C. The catalyst is C1COCC1. The product is [CH3:10][C:9]1([CH3:11])[C:4]2[CH:3]=[C:2]([B:26]([OH:31])[OH:27])[CH:14]=[CH:13][C:5]=2[NH:6][C:7](=[O:12])[O:8]1. The yield is 0.810.